Dataset: Reaction yield outcomes from USPTO patents with 853,638 reactions. Task: Predict the reaction yield, written as a fraction of the theoretical maximum amount of product (1.0 means a 100% yield; for example, 0.34 means a 34% yield). (1) The reactants are [NH2:1][C@H:2]([CH2:10][OH:11])[CH2:3][C:4]1[CH:9]=[CH:8][CH:7]=[CH:6][CH:5]=1.C(O)(=O)C.[CH:16](=O)[C:17]1[CH:22]=[CH:21][CH:20]=[CH:19][CH:18]=1.C([BH3-])#N.[Na+]. The catalyst is CO. The product is [CH2:16]([NH:1][C@H:2]([CH2:10][OH:11])[CH2:3][C:4]1[CH:5]=[CH:6][CH:7]=[CH:8][CH:9]=1)[C:17]1[CH:22]=[CH:21][CH:20]=[CH:19][CH:18]=1. The yield is 0.810. (2) The reactants are [Si]([O:8][CH2:9][C@H:10]1[N:15]([C:16](=[O:20])[C@H:17]([Cl:19])[CH3:18])[CH2:14][C@H:13]([C:21]([O:23][CH3:24])=[O:22])[CH2:12][CH2:11]1)(C(C)(C)C)(C)C.[F-].C([N+](CCCC)(CCCC)CCCC)CCC.O. The catalyst is C1COCC1. The product is [Cl:19][C@H:17]([CH3:18])[C:16]([N:15]1[C@H:10]([CH2:9][OH:8])[CH2:11][CH2:12][C@@H:13]([C:21]([O:23][CH3:24])=[O:22])[CH2:14]1)=[O:20]. The yield is 0.577. (3) The reactants are [Cl:1][C:2]1[CH:7]=[C:6]([Cl:8])[CH:5]=[CH:4][C:3]=1[CH:9]([F:12])[C:10]#[N:11].Cl.[OH-].[Na+]. The catalyst is C1COCC1. The product is [Cl:1][C:2]1[CH:7]=[C:6]([Cl:8])[CH:5]=[CH:4][C:3]=1[CH:9]([F:12])[CH2:10][NH2:11]. The yield is 0.809. (4) The yield is 1.10. The catalyst is CS(C)=O. The reactants are [Br:1][C:2]1[CH:7]=[C:6]([N+:8]([O-:10])=[O:9])[CH:5]=[CH:4][C:3]=1F.[OH:12][C:13]1[CH:20]=[CH:19][C:16]([C:17]#[N:18])=[CH:15][CH:14]=1.C(=O)([O-])[O-].[Cs+].[Cs+]. The product is [Br:1][C:2]1[CH:7]=[C:6]([N+:8]([O-:10])=[O:9])[CH:5]=[CH:4][C:3]=1[O:12][C:13]1[CH:20]=[CH:19][C:16]([C:17]#[N:18])=[CH:15][CH:14]=1. (5) The reactants are CCN(C(C)C)C(C)C.[Cl:10][C:11]1[CH:19]=[CH:18][CH:17]=[C:16]([Cl:20])[C:12]=1[C:13]([OH:15])=O.C1C=CC2N(O)N=NC=2C=1.CCN=C=NCCCN(C)C.[O:42]=[C:43]([N:60]1[CH2:65][CH2:64][NH:63][CH2:62][CH2:61]1)[CH2:44][NH:45][C:46]([C:48]1[CH:53]=[CH:52][C:51]([C:54]2[CH:59]=[CH:58][CH:57]=[CH:56][CH:55]=2)=[CH:50][CH:49]=1)=[O:47]. The catalyst is CN(C=O)C.O. The product is [Cl:20][C:16]1[CH:17]=[CH:18][CH:19]=[C:11]([Cl:10])[C:12]=1[C:13]([N:63]1[CH2:62][CH2:61][N:60]([C:43](=[O:42])[CH2:44][NH:45][C:46]([C:48]2[CH:53]=[CH:52][C:51]([C:54]3[CH:59]=[CH:58][CH:57]=[CH:56][CH:55]=3)=[CH:50][CH:49]=2)=[O:47])[CH2:65][CH2:64]1)=[O:15]. The yield is 0.163. (6) The yield is 0.790. No catalyst specified. The product is [CH3:17][C:18]([S@:21]([NH:23][CH:14]([C:4]1[CH:5]=[N:6][C:7]([O:8][CH2:9][C:10]([F:13])([F:12])[F:11])=[C:2]([CH3:1])[CH:3]=1)[CH3:15])=[O:22])([CH3:20])[CH3:19]. The reactants are [CH3:1][C:2]1[CH:3]=[C:4]([C:14](=O)[CH3:15])[CH:5]=[N:6][C:7]=1[O:8][CH2:9][C:10]([F:13])([F:12])[F:11].[CH3:17][C:18]([S@:21]([NH2:23])=[O:22])([CH3:20])[CH3:19]. (7) The reactants are Cl[C:2]1[C:3]2[N:11]=[N:10][N:9]([CH2:12][C:13]3[CH:18]=[CH:17][C:16]([N+:19]([O-:21])=[O:20])=[C:15]([CH3:22])[CH:14]=3)[C:4]=2[N:5]=[C:6]([NH2:8])[N:7]=1.C(N(CC)CC)C.[O:30]1[CH:34]=[CH:33][CH:32]=[C:31]1B(O)O. The catalyst is C1C=CC(P(C2C=CC=CC=2)[C-]2C=CC=C2)=CC=1.C1C=CC(P(C2C=CC=CC=2)[C-]2C=CC=C2)=CC=1.Cl[Pd]Cl.[Fe+2].O. The product is [O:30]1[CH:34]=[CH:33][CH:32]=[C:31]1[C:2]1[C:3]2[N:11]=[N:10][N:9]([CH2:12][C:13]3[CH:18]=[CH:17][C:16]([N+:19]([O-:21])=[O:20])=[C:15]([CH3:22])[CH:14]=3)[C:4]=2[N:5]=[C:6]([NH2:8])[N:7]=1. The yield is 0.820. (8) The reactants are Br[C:2]1[CH:3]=[C:4]([C:8]2[CH:9]=[N:10][C:11]3[N:12]([C:14]([C:17]4([C:20]5[CH:21]=[C:22]6[C:27](=[CH:28][CH:29]=5)[N:26]=[CH:25][CH:24]=[CH:23]6)[CH2:19][CH2:18]4)=[N:15][N:16]=3)[N:13]=2)[CH:5]=[CH:6][CH:7]=1.[CH3:30][O:31][C:32]1[CH:37]=[CH:36][C:35](B2OC(C)(C)C(C)(C)O2)=[CH:34][N:33]=1.P([O-])([O-])([O-])=O.[K+].[K+].[K+].O. The catalyst is O1CCOCC1.C1C=CC([P]([Pd]([P](C2C=CC=CC=2)(C2C=CC=CC=2)C2C=CC=CC=2)([P](C2C=CC=CC=2)(C2C=CC=CC=2)C2C=CC=CC=2)[P](C2C=CC=CC=2)(C2C=CC=CC=2)C2C=CC=CC=2)(C2C=CC=CC=2)C2C=CC=CC=2)=CC=1. The product is [CH3:30][O:31][C:32]1[N:33]=[CH:34][C:35]([C:2]2[CH:3]=[C:4]([C:8]3[CH:9]=[N:10][C:11]4[N:12]([C:14]([C:17]5([C:20]6[CH:21]=[C:22]7[C:27](=[CH:28][CH:29]=6)[N:26]=[CH:25][CH:24]=[CH:23]7)[CH2:19][CH2:18]5)=[N:15][N:16]=4)[N:13]=3)[CH:5]=[CH:6][CH:7]=2)=[CH:36][CH:37]=1. The yield is 0.600. (9) The reactants are [Cl:1][C:2]1[S:6][C:5]([C:7]([O:9][CH3:10])=[O:8])=[CH:4][C:3]=1/[C:11](/[N:14]([CH2:17][CH3:18])[N:15]=[CH2:16])=[CH:12]/C.[Cl:19]N1C(=O)CCC1=O. The catalyst is C1COCC1. The product is [Cl:1][C:2]1[S:6][C:5]([C:7]([O:9][CH3:10])=[O:8])=[CH:4][C:3]=1[C:11]1[N:14]([CH2:17][CH3:18])[N:15]=[CH:16][C:12]=1[Cl:19]. The yield is 0.830. (10) The reactants are S([O:11][CH2:12][CH2:13][O:14][CH2:15][CH2:16][O:17][CH2:18][CH2:19][O:20][CH2:21][CH2:22][OH:23])(C1C=CC(C)=CC=1)(=O)=O.[C:24]1(=[O:34])[NH:28][C:27](=[O:29])[C:26]2=[CH:30][CH:31]=[CH:32][CH:33]=[C:25]12.N12CCCN=C1CCCCC2. The catalyst is CN(C=O)C. The product is [C:24]1(=[O:34])[NH:28][C:27](=[O:29])[C:26]2=[CH:30][CH:31]=[CH:32][CH:33]=[C:25]12.[CH2:22]([OH:23])[CH2:21][O:20][CH2:19][CH2:18][O:17][CH2:16][CH2:15][O:14][CH2:13][CH2:12][OH:11]. The yield is 0.800.